Dataset: Catalyst prediction with 721,799 reactions and 888 catalyst types from USPTO. Task: Predict which catalyst facilitates the given reaction. (1) Reactant: [NH2:1][C:2]1[CH:7]=[C:6]([Cl:8])[CH:5]=[CH:4][C:3]=1[S:9][CH2:10][C:11]1[CH:20]=[CH:19][CH:18]=[CH:17][C:12]=1[C:13]([O:15][CH3:16])=[O:14].[Cl:21][C:22]1[CH:27]=[CH:26][C:25]([S:28](Cl)(=[O:30])=[O:29])=[CH:24][C:23]=1[C:32]([F:35])([F:34])[F:33]. Product: [Cl:8][C:6]1[CH:5]=[CH:4][C:3]([S:9][CH2:10][C:11]2[CH:20]=[CH:19][CH:18]=[CH:17][C:12]=2[C:13]([O:15][CH3:16])=[O:14])=[C:2]([NH:1][S:28]([C:25]2[CH:26]=[CH:27][C:22]([Cl:21])=[C:23]([C:32]([F:35])([F:33])[F:34])[CH:24]=2)(=[O:30])=[O:29])[CH:7]=1. The catalyst class is: 17. (2) Reactant: [OH:1][CH2:2][CH2:3][N:4]1[CH2:9][CH2:8][N:7]([CH2:10][C:11]([NH:13][C:14]2[C:19]([CH:20]([CH3:22])[CH3:21])=[CH:18][C:17]([OH:23])=[CH:16][C:15]=2[CH:24]([CH3:26])[CH3:25])=[O:12])[CH2:6][CH2:5]1.[CH:27](N(CC)C(C)C)(C)C.C[Si](C=[N+]=[N-])(C)C.[OH-].[Na+]. Product: [OH:1][CH2:2][CH2:3][N:4]1[CH2:9][CH2:8][N:7]([CH2:10][C:11]([NH:13][C:14]2[C:19]([CH:20]([CH3:21])[CH3:22])=[CH:18][C:17]([O:23][CH3:27])=[CH:16][C:15]=2[CH:24]([CH3:26])[CH3:25])=[O:12])[CH2:6][CH2:5]1. The catalyst class is: 382.